From a dataset of Catalyst prediction with 721,799 reactions and 888 catalyst types from USPTO. Predict which catalyst facilitates the given reaction. (1) Reactant: [C:1]([N:4]1[CH2:9][CH2:8][C:7](=O)[CH2:6][CH2:5]1)(=[O:3])[CH3:2].[NH:11]1[CH2:15][CH2:14][CH2:13][CH2:12]1.O.C1(C)C=CC(S(O)(=O)=O)=CC=1.O. Product: [N:11]1([C:7]2[CH2:8][CH2:9][N:4]([C:1](=[O:3])[CH3:2])[CH2:5][CH:6]=2)[CH2:15][CH2:14][CH2:13][CH2:12]1. The catalyst class is: 11. (2) Reactant: [CH2:1]([O:3][C@@H:4]1[C@@H:9]([O:10][CH3:11])[C@H:8]([CH3:12])[O:7][C@@H:6]([O:13][N:14]=[CH:15][C:16]2[CH:21]=[CH:20][C:19]([C:22]3[N:26]=[CH:25][N:24]([C:27]4[CH:32]=[CH:31][C:30]([O:33][C:34]([F:40])([F:39])[C:35]([F:38])([F:37])[F:36])=[CH:29][CH:28]=4)[N:23]=3)=[CH:18][CH:17]=2)[C@@H:5]1[O:41][CH3:42])[CH3:2].C(O)C.Cl.C(=O)(O)[O-].[Na+]. Product: [CH2:1]([O:3][C@@H:4]1[C@@H:9]([O:10][CH3:11])[C@H:8]([CH3:12])[O:7][C@@H:6]([O:13][NH:14][CH2:15][C:16]2[CH:17]=[CH:18][C:19]([C:22]3[N:26]=[CH:25][N:24]([C:27]4[CH:32]=[CH:31][C:30]([O:33][C:34]([F:40])([F:39])[C:35]([F:37])([F:38])[F:36])=[CH:29][CH:28]=4)[N:23]=3)=[CH:20][CH:21]=2)[C@@H:5]1[O:41][CH3:42])[CH3:2]. The catalyst class is: 40. (3) Reactant: [C:1]1([CH3:9])[CH:6]=[CH:5][C:4]([CH:7]=O)=[CH:3][CH:2]=1.C(O[C:13](=[O:17])[CH2:14][C:15]#[N:16])C.[CH:18]1([NH:21][C:22]([NH2:24])=[NH:23])[CH2:20][CH2:19]1.Cl.C(=O)([O-])[O-].[K+].[K+]. Product: [C:15]([C:14]1[C:13](=[O:17])[NH:24][C:22]([NH:21][CH:18]2[CH2:20][CH2:19]2)=[N:23][C:7]=1[C:4]1[CH:5]=[CH:6][C:1]([CH3:9])=[CH:2][CH:3]=1)#[N:16]. The catalyst class is: 8. (4) Reactant: [C:1]([N:8]1[CH2:16][C@H:15]([OH:17])[CH2:14][C@H:9]1[C:10]([O:12][CH3:13])=[O:11])([O:3][C:4]([CH3:7])([CH3:6])[CH3:5])=[O:2].[Li+].[CH3:19]C([N-]C(C)C)C. Product: [C:1]([N:8]1[CH2:16][C@H:15]([OH:17])[CH2:14][C@@:9]1([CH3:19])[C:10]([O:12][CH3:13])=[O:11])([O:3][C:4]([CH3:7])([CH3:6])[CH3:5])=[O:2]. The catalyst class is: 1. (5) Reactant: Cl[C:2]1[C:3]2[N:10]([CH2:11][C:12]([NH2:14])=[O:13])[CH:9]=[CH:8][C:4]=2[N:5]=[CH:6][N:7]=1.[NH2:15][C:16]1[CH:21]=[CH:20][C:19]([OH:22])=[CH:18][C:17]=1[Cl:23].C(=O)([O-])[O-].[K+].[K+].CN1CCCC1=O. Product: [NH2:15][C:16]1[CH:21]=[CH:20][C:19]([O:22][C:2]2[C:3]3[N:10]([CH2:11][C:12]([NH2:14])=[O:13])[CH:9]=[CH:8][C:4]=3[N:5]=[CH:6][N:7]=2)=[CH:18][C:17]=1[Cl:23]. The catalyst class is: 6. (6) Reactant: FC(F)(F)S(O[C:7]1[CH:12]=[CH:11][C:10]([N:13]2[CH:18]=[C:17]([O:19][CH3:20])[C:16](=[O:21])[C:15]([C:22]3[N:26]([C:27]4[CH:32]=[CH:31][CH:30]=[CH:29][CH:28]=4)[N:25]=[CH:24][CH:23]=3)=[N:14]2)=[C:9]([F:33])[CH:8]=1)(=O)=O.Cl.[F:37][C:38]1([F:44])[CH2:43][CH2:42][NH:41][CH2:40][CH2:39]1.CC1(C)C2C(=C(P(C3C=CC=CC=3)C3C=CC=CC=3)C=CC=2)OC2C(P(C3C=CC=CC=3)C3C=CC=CC=3)=CC=CC1=2.O(C(C)(C)C)[Na]. Product: [F:37][C:38]1([F:44])[CH2:43][CH2:42][N:41]([C:7]2[CH:12]=[CH:11][C:10]([N:13]3[CH:18]=[C:17]([O:19][CH3:20])[C:16](=[O:21])[C:15]([C:22]4[N:26]([C:27]5[CH:28]=[CH:29][CH:30]=[CH:31][CH:32]=5)[N:25]=[CH:24][CH:23]=4)=[N:14]3)=[C:9]([F:33])[CH:8]=2)[CH2:40][CH2:39]1. The catalyst class is: 488. (7) Reactant: CON(C)[C:4]([C:6]1[C:15](=[O:16])[C:14]2[C:9](=[CH:10][CH:11]=[CH:12][CH:13]=2)[N:8]([CH2:17][C:18]2[CH:23]=[CH:22][CH:21]=[C:20]([Cl:24])[CH:19]=2)[CH:7]=1)=[O:5].I[C:27]1[CH:28]=[C:29]([CH3:35])[C:30]([O:33][CH3:34])=[N:31][CH:32]=1.C([Mg]Cl)(C)C. Product: [Cl:24][C:20]1[CH:19]=[C:18]([CH:23]=[CH:22][CH:21]=1)[CH2:17][N:8]1[C:9]2[C:14](=[CH:13][CH:12]=[CH:11][CH:10]=2)[C:15](=[O:16])[C:6]([C:4]([C:27]2[CH:32]=[N:31][C:30]([O:33][CH3:34])=[C:29]([CH3:35])[CH:28]=2)=[O:5])=[CH:7]1. The catalyst class is: 1. (8) Reactant: C(OC([N:8]1[CH2:15][CH:14]2[CH2:16][CH:10]([C:11]3[N:12]([C:17](=[O:23])[C:18]([CH:21]=[CH2:22])=[CH:19][CH:20]=3)[CH2:13]2)[CH2:9]1)=O)(C)(C)C.C(O)(C(F)(F)F)=O.N. Product: [CH:21]([C:18]1[C:17](=[O:23])[N:12]2[CH2:13][CH:14]3[CH2:16][CH:10]([C:11]2=[CH:20][CH:19]=1)[CH2:9][NH:8][CH2:15]3)=[CH2:22]. The catalyst class is: 4.